From a dataset of Peptide-MHC class II binding affinity with 134,281 pairs from IEDB. Regression. Given a peptide amino acid sequence and an MHC pseudo amino acid sequence, predict their binding affinity value. This is MHC class II binding data. (1) The peptide sequence is RQNIHSLSPQEREQF. The MHC is DRB1_0301 with pseudo-sequence DRB1_0301. The binding affinity (normalized) is 0.486. (2) The peptide sequence is VQNTVEDLKLNTLGR. The binding affinity (normalized) is 0.227. The MHC is DRB1_0405 with pseudo-sequence DRB1_0405. (3) The peptide sequence is TVWAQSADFPQFKPE. The MHC is DRB1_0401 with pseudo-sequence DRB1_0401. The binding affinity (normalized) is 0.799. (4) The peptide sequence is TVSLPVGADEDDIKA. The MHC is DRB1_1501 with pseudo-sequence DRB1_1501. The binding affinity (normalized) is 0.